This data is from Full USPTO retrosynthesis dataset with 1.9M reactions from patents (1976-2016). The task is: Predict the reactants needed to synthesize the given product. (1) The reactants are: [O-]P([O-])([O-])=O.[K+].[K+].[K+].Br[CH:10]=[C:11]([C:13]1[CH:18]=[CH:17][N:16]=[CH:15][CH:14]=1)[CH3:12].N1CCC[C@H]1C(O)=O.[CH2:27]([N:30]1[CH2:43][CH2:42][C:33]2[NH:34][C:35]3[CH:36]=[CH:37][C:38]([Cl:41])=[CH:39][C:40]=3[C:32]=2[CH2:31]1)[CH:28]=[CH2:29]. Given the product [CH2:27]([N:30]1[CH2:43][CH2:42][C:33]2[N:34]([CH:10]=[C:11]([C:13]3[CH:18]=[CH:17][N:16]=[CH:15][CH:14]=3)[CH3:12])[C:35]3[CH:36]=[CH:37][C:38]([Cl:41])=[CH:39][C:40]=3[C:32]=2[CH2:31]1)[CH:28]=[CH2:29], predict the reactants needed to synthesize it. (2) The reactants are: Br[C:2]1[CH:7]=[CH:6][CH:5]=[CH:4][N:3]=1.O.[C:9]([N:16]1[CH2:21][CH:20]=[C:19](B2OC(C)(C)C(C)(C)O2)[CH2:18][CH2:17]1)([O:11][C:12]([CH3:15])([CH3:14])[CH3:13])=[O:10].C(=O)([O-])[O-].[Na+].[Na+]. Given the product [N:3]1[CH:4]=[CH:5][CH:6]=[CH:7][C:2]=1[C:19]1[CH2:20][CH2:21][N:16]([C:9]([O:11][C:12]([CH3:15])([CH3:14])[CH3:13])=[O:10])[CH2:17][CH:18]=1, predict the reactants needed to synthesize it. (3) The reactants are: Br[C:2]1[CH:3]=[C:4]2[C:9](=[CH:10][CH:11]=1)[O:8][CH2:7][CH2:6][C:5]2=[O:12].[B:13]1([B:13]2[O:17][C:16]([CH3:19])([CH3:18])[C:15]([CH3:21])([CH3:20])[O:14]2)[O:17][C:16]([CH3:19])([CH3:18])[C:15]([CH3:21])([CH3:20])[O:14]1.CC([O-])=O.[K+]. Given the product [CH3:20][C:15]1([CH3:21])[C:16]([CH3:19])([CH3:18])[O:17][B:13]([C:2]2[CH:3]=[C:4]3[C:9](=[CH:10][CH:11]=2)[O:8][CH2:7][CH2:6][C:5]3=[O:12])[O:14]1, predict the reactants needed to synthesize it. (4) Given the product [CH3:10][N:11]([CH2:12][C:13]1[CH:18]=[CH:17][CH:16]=[CH:15][CH:14]=1)[C:4]1([C:1]#[N:2])[CH2:8][CH2:7][CH2:6][CH2:5]1, predict the reactants needed to synthesize it. The reactants are: [C-:1]#[N:2].[K+].[C:4]1(=O)[CH2:8][CH2:7][CH2:6][CH2:5]1.[CH3:10][NH:11][CH2:12][C:13]1[CH:18]=[CH:17][CH:16]=[CH:15][CH:14]=1. (5) Given the product [C:1]1([C:7]#[C:8][CH:21]2[C:22]3[CH:23]=[CH:24][C:25]([OH:31])=[CH:26][C:27]=3[O:28][C:29]3[C:20]2=[CH:19][CH:18]=[C:17]([OH:16])[CH:30]=3)[CH:6]=[CH:5][CH:4]=[CH:3][CH:2]=1, predict the reactants needed to synthesize it. The reactants are: [C:1]1([C:7]#[CH:8])[CH:6]=[CH:5][CH:4]=[CH:3][CH:2]=1.C([Li])CCC.C[Si](C)(C(C)(C)C)[O:16][C:17]1[CH:18]=[CH:19][C:20]2[C:21](=O)[C:22]3[C:27]([O:28][C:29]=2[CH:30]=1)=[CH:26][C:25]([O:31][Si](C)(C)C(C)(C)C)=[CH:24][CH:23]=3.F.F.F.C(N(CC)CC)C.